Task: Predict the reaction yield, written as a fraction of the theoretical maximum amount of product (1.0 means a 100% yield; for example, 0.34 means a 34% yield).. Dataset: Reaction yield outcomes from USPTO patents with 853,638 reactions The reactants are [CH3:1][S:2](Cl)(=O)=O.O[CH2:7][CH:8]1[CH2:11][N:10]([C:12]([O:14][C:15]([CH3:18])([CH3:17])[CH3:16])=[O:13])[CH2:9]1.CCN(C(C)C)C(C)C.C[S-].[Na+].CS(OCC1CN(C(OC(C)(C)C)=O)C1)(=O)=O. The catalyst is C(Cl)Cl.CN(C=O)C.C1(C)C=CC=CC=1. The product is [CH3:1][S:2][CH2:7][CH:8]1[CH2:11][N:10]([C:12]([O:14][C:15]([CH3:18])([CH3:17])[CH3:16])=[O:13])[CH2:9]1. The yield is 0.270.